The task is: Predict which catalyst facilitates the given reaction.. This data is from Catalyst prediction with 721,799 reactions and 888 catalyst types from USPTO. (1) Reactant: [C:1]([O:5][C:6](=[O:18])[NH:7][C@H:8]1[C:16]2[C:11](=[CH:12][CH:13]=[C:14]([OH:17])[CH:15]=2)[CH2:10][CH2:9]1)([CH3:4])([CH3:3])[CH3:2].C(=O)([O-])[O-].[Cs+].[Cs+].[I-].[Na+].Br[CH2:28][CH2:29][O:30][CH2:31][C:32]1[CH:37]=[CH:36][CH:35]=[CH:34][CH:33]=1. Product: [C:1]([O:5][C:6](=[O:18])[NH:7][C@H:8]1[C:16]2[C:11](=[CH:12][CH:13]=[C:14]([O:17][CH2:28][CH2:29][O:30][CH2:31][C:32]3[CH:37]=[CH:36][CH:35]=[CH:34][CH:33]=3)[CH:15]=2)[CH2:10][CH2:9]1)([CH3:4])([CH3:2])[CH3:3]. The catalyst class is: 35. (2) Reactant: [F:1][C:2]([F:28])([F:27])[C:3]1[CH:8]=[CH:7][C:6]([C:9]2[N:14]=[CH:13][N:12]=[C:11]([O:15][C:16]3[CH:17]=[CH:18][CH:19]=[C:20]4[C:25]=3[NH:24][C:23](=[O:26])[CH:22]=[N:21]4)[CH:10]=2)=[CH:5][CH:4]=1.[C:29]([O-])([O-])=O.[K+].[K+].IC. Product: [CH3:29][N:24]1[C:25]2[C:20](=[CH:19][CH:18]=[CH:17][C:16]=2[O:15][C:11]2[CH:10]=[C:9]([C:6]3[CH:7]=[CH:8][C:3]([C:2]([F:27])([F:1])[F:28])=[CH:4][CH:5]=3)[N:14]=[CH:13][N:12]=2)[N:21]=[CH:22][C:23]1=[O:26]. The catalyst class is: 18. (3) Reactant: C[O:2][C:3]([C:5]1[CH:6]=[CH:7][CH:8]=[C:9]2[O:13][C:12]([CH3:14])=[CH:11][C:10]=12)=[O:4].[OH-].[Na+]. Product: [CH3:14][C:12]1[O:13][C:9]2[C:10](=[C:5]([C:3]([OH:4])=[O:2])[CH:6]=[CH:7][CH:8]=2)[CH:11]=1. The catalyst class is: 24. (4) Reactant: Cl[C:2]1[CH:3]=[C:4]([C:9]2[N:13]3[C:14]4[N:22]=[C:21]([O:23][CH3:24])[CH:20]=[CH:19][C:15]=4[N:16]=[C:17]([CH3:18])[C:12]3=[C:11]([CH3:25])[N:10]=2)C=C(Cl)[CH:7]=1.[S:26]1C=CC=C1B(O)O.C([O-])([O-])=O.[K+].[K+]. Product: [CH3:24][O:23][C:21]1[CH:20]=[CH:19][C:15]2[N:16]=[C:17]([CH3:18])[C:12]3[N:13]([C:9]([C:4]4[S:26][CH:7]=[CH:2][CH:3]=4)=[N:10][C:11]=3[CH3:25])[C:14]=2[N:22]=1. The catalyst class is: 73. (5) Reactant: [F:1][C:2]1[CH:7]=[CH:6][C:5]([N:8]2[C:17]3[C:12](=[CH:13][C:14]([C:18]#[C:19][Si](C)(C)C)=[CH:15][CH:16]=3)[C:11](=[O:24])[C:10]([C:25]([O:27][CH2:28][CH3:29])=[O:26])=[CH:9]2)=[CH:4][CH:3]=1.CCCC[N+](CCCC)(CCCC)CCCC.[F-]. Product: [C:18]([C:14]1[CH:13]=[C:12]2[C:17](=[CH:16][CH:15]=1)[N:8]([C:5]1[CH:6]=[CH:7][C:2]([F:1])=[CH:3][CH:4]=1)[CH:9]=[C:10]([C:25]([O:27][CH2:28][CH3:29])=[O:26])[C:11]2=[O:24])#[CH:19]. The catalyst class is: 1. (6) Reactant: [C:1]([NH:5][C:6]([C:8]1[CH:13]=[CH:12][C:11]([O:14][C:15]2[CH:20]=[CH:19][C:18]([N+:21]([O-])=O)=[CH:17][C:16]=2[Cl:24])=[CH:10][N:9]=1)=[O:7])([CH3:4])([CH3:3])[CH3:2].[Cl-].[Ca+2].[Cl-]. Product: [NH2:21][C:18]1[CH:19]=[CH:20][C:15]([O:14][C:11]2[CH:12]=[CH:13][C:8]([C:6]([NH:5][C:1]([CH3:3])([CH3:4])[CH3:2])=[O:7])=[N:9][CH:10]=2)=[C:16]([Cl:24])[CH:17]=1. The catalyst class is: 40. (7) Reactant: [CH3:1][O:2][C:3]1[CH:8]=[CH:7][C:6]([CH2:9][CH:10]([NH:14][CH:15]=O)[CH:11]([CH3:13])[CH3:12])=[CH:5][C:4]=1[O:17][CH2:18][CH2:19][CH2:20][O:21][CH3:22].O=P(Cl)(Cl)Cl. Product: [CH3:1][O:2][C:3]1[CH:8]=[C:7]2[C:6]([CH2:9][CH:10]([CH:11]([CH3:13])[CH3:12])[N:14]=[CH:15]2)=[CH:5][C:4]=1[O:17][CH2:18][CH2:19][CH2:20][O:21][CH3:22]. The catalyst class is: 10.